This data is from Catalyst prediction with 721,799 reactions and 888 catalyst types from USPTO. The task is: Predict which catalyst facilitates the given reaction. (1) Reactant: [CH:1]1([C:4]2[N:8]=[C:7]([C:9]3[C:10]4[CH2:28][CH2:27][CH2:26][CH2:25][C:11]=4[S:12][C:13]=3[NH:14][C:15](N3CCC[C@@H]3C(O)=O)=[O:16])[O:6][N:5]=2)[CH2:3][CH2:2]1.[CH3:29][O:30][C:31]([C:33]1[CH:38]=[CH:37][N:36]=[CH:35][C:34]=1C(O)=O)=[O:32]. Product: [CH3:29][O:30][C:31](=[O:32])[C:33]1[CH:38]=[CH:37][N:36]=[CH:35][C:34]=1[C:15](=[O:16])[NH:14][C:13]1[S:12][C:11]2[CH2:25][CH2:26][CH2:27][CH2:28][C:10]=2[C:9]=1[C:7]1[O:6][N:5]=[C:4]([CH:1]2[CH2:2][CH2:3]2)[N:8]=1. The catalyst class is: 828. (2) Product: [C:6]([C@@H:4]([C@H:2]([C:1]([OH:10])=[O:9])[OH:3])[OH:5])([OH:8])=[O:7].[F:11][C:12]1[CH:13]=[CH:14][C:15]([CH3:36])=[C:16]([CH:35]=1)[CH2:17][O:18][C@@H:19]1[C:23]2[N:24]=[C:25]([N:28]3[CH2:33][CH2:32][NH:31][CH2:30][C@H:29]3[CH3:34])[CH:26]=[CH:27][C:22]=2[CH2:21][CH2:20]1. Reactant: [C:1]([OH:10])(=[O:9])[C@@H:2]([C@H:4]([C:6]([OH:8])=[O:7])[OH:5])[OH:3].[F:11][C:12]1[CH:13]=[CH:14][C:15]([CH3:36])=[C:16]([CH:35]=1)[CH2:17][O:18][C@@H:19]1[C:23]2=[N:24][C:25]([N:28]3[CH2:33][CH2:32][NH:31][CH2:30][C@H:29]3[CH3:34])=[CH:26][CH:27]=[C:22]2[CH2:21][CH2:20]1. The catalyst class is: 32. (3) Reactant: [Cl:1][C:2]1[N:11]=[C:10](Cl)[C:9]2[C:4](=[CH:5][C:6]([C:13]([OH:15])=[O:14])=[CH:7][CH:8]=2)[N:3]=1.[OH:16][C@H:17]([CH2:26][CH:27]([CH3:29])[CH3:28])[C:18]([N:20]1[CH2:25][CH2:24][NH:23][CH2:22][CH2:21]1)=[O:19].C(N(CC)CC)C. Product: [Cl:1][C:2]1[N:11]=[C:10]([N:23]2[CH2:22][CH2:21][N:20]([C:18](=[O:19])[C@H:17]([OH:16])[CH2:26][CH:27]([CH3:28])[CH3:29])[CH2:25][CH2:24]2)[C:9]2[C:4](=[CH:5][C:6]([C:13]([OH:15])=[O:14])=[CH:7][CH:8]=2)[N:3]=1. The catalyst class is: 2. (4) Reactant: [OH-].[Na+:2].[CH:3]1[C:8]([Cl:9])=[C:7]([S:10]([NH2:13])(=[O:12])=[O:11])[CH:6]=[C:5]2[S:14]([NH:17][CH:18]=[N:19][C:4]=12)(=[O:16])=[O:15]. Product: [CH:3]1[C:8]([Cl:9])=[C:7]([S:10]([NH2:13])(=[O:11])=[O:12])[CH:6]=[C:5]2[S:14]([N-:17][CH:18]=[N:19][C:4]=12)(=[O:16])=[O:15].[Na+:2]. The catalyst class is: 442. (5) Reactant: Cl[C:2]1[CH:7]=[C:6]([Cl:8])[N:5]=[CH:4][N:3]=1.[NH:9]1[CH2:14][CH2:13][CH2:12][CH2:11][CH2:10]1. Product: [Cl:8][C:6]1[CH:7]=[C:2]([N:9]2[CH2:14][CH2:13][CH2:12][CH2:11][CH2:10]2)[N:3]=[CH:4][N:5]=1. The catalyst class is: 6. (6) Reactant: [CH3:1][NH:2][CH3:3].[CH2:4]([O:6][C:7]([C:9]1[S:10][C:11](S(C)(=O)=O)=[C:12]([C:21]#[N:22])[C:13]=1[C:14]1[CH:19]=[CH:18][C:17]([I:20])=[CH:16][CH:15]=1)=[O:8])[CH3:5]. Product: [CH2:4]([O:6][C:7]([C:9]1[S:10][C:11]([N:2]([CH3:3])[CH3:1])=[C:12]([C:21]#[N:22])[C:13]=1[C:14]1[CH:19]=[CH:18][C:17]([I:20])=[CH:16][CH:15]=1)=[O:8])[CH3:5]. The catalyst class is: 1. (7) Reactant: [Si:1]([O:8][C@H:9]1[CH2:13][N:12]([C:14]([O:16][C:17]([CH3:20])([CH3:19])[CH3:18])=[O:15])[C@H:11]([CH2:21][OH:22])[CH2:10]1)([C:4]([CH3:7])([CH3:6])[CH3:5])([CH3:3])[CH3:2].O[N:24]1[C:32](=[O:33])[C:31]2[C:26](=[CH:27][CH:28]=[CH:29][CH:30]=2)[C:25]1=[O:34].C1(P(C2C=CC=CC=2)C2C=CC=CC=2)C=CC=CC=1.CC(OC(/N=N/C(OC(C)C)=O)=O)C.N#N. Product: [Si:1]([O:8][C@H:9]1[CH2:13][N:12]([C:14]([O:16][C:17]([CH3:20])([CH3:19])[CH3:18])=[O:15])[C@H:11]([CH2:21][O:22][N:24]2[C:32](=[O:33])[C:31]3[C:26](=[CH:27][CH:28]=[CH:29][CH:30]=3)[C:25]2=[O:34])[CH2:10]1)([C:4]([CH3:7])([CH3:6])[CH3:5])([CH3:3])[CH3:2]. The catalyst class is: 6. (8) Reactant: [CH3:1][O:2][C:3]1[CH:12]=[C:11]2[C:6]([C:7]([CH2:24][C:25]3[CH:30]=[CH:29][C:28]([O:31]C(=O)C(C)(C)C)=[CH:27][CH:26]=3)=[C:8]([C:14]3[CH:19]=[CH:18][C:17]([C:20]([F:23])([F:22])[F:21])=[CH:16][CH:15]=3)[C:9](=[O:13])[O:10]2)=[CH:5][C:4]=1[CH3:38].O[Li].O.C1COCC1. Product: [OH:31][C:28]1[CH:29]=[CH:30][C:25]([CH2:24][C:7]2[C:6]3[C:11](=[CH:12][C:3]([O:2][CH3:1])=[C:4]([CH3:38])[CH:5]=3)[O:10][C:9](=[O:13])[C:8]=2[C:14]2[CH:19]=[CH:18][C:17]([C:20]([F:23])([F:21])[F:22])=[CH:16][CH:15]=2)=[CH:26][CH:27]=1. The catalyst class is: 6. (9) Reactant: Cl.Cl[CH2:3][C:4]1[C:13]2[C:8](=[CH:9][CH:10]=[CH:11][CH:12]=2)[N:7]=[C:6]([CH3:14])[CH:5]=1.[CH3:15][S:16]([C:19]1[CH:24]=[CH:23][C:22]([OH:25])=[CH:21][CH:20]=1)(=[O:18])=[O:17].[OH-].[Na+].O. Product: [CH3:15][S:16]([C:19]1[CH:24]=[CH:23][C:22]([O:25][CH2:3][C:4]2[C:13]3[C:8](=[CH:9][CH:10]=[CH:11][CH:12]=3)[N:7]=[C:6]([CH3:14])[CH:5]=2)=[CH:21][CH:20]=1)(=[O:17])=[O:18]. The catalyst class is: 8.